This data is from Catalyst prediction with 721,799 reactions and 888 catalyst types from USPTO. The task is: Predict which catalyst facilitates the given reaction. (1) Reactant: [CH2:1]([N:8]1[C:13](=[O:14])[CH2:12][O:11][CH2:10][CH:9]1[C:15]([OH:17])=O)[C:2]1[CH:7]=[CH:6][CH:5]=[CH:4][CH:3]=1.C1C=CC2N(O)N=NC=2C=1.CC(C)N=C=NC(C)C.[C:37]1([C@H:47]([NH2:49])[CH3:48])[C:46]2[C:41](=[CH:42][CH:43]=[CH:44][CH:45]=2)[CH:40]=[CH:39][CH:38]=1. Product: [CH2:1]([N:8]1[C:13](=[O:14])[CH2:12][O:11][CH2:10][CH:9]1[C:15]([NH:49][C@@H:47]([C:37]1[C:46]2[C:41](=[CH:42][CH:43]=[CH:44][CH:45]=2)[CH:40]=[CH:39][CH:38]=1)[CH3:48])=[O:17])[C:2]1[CH:3]=[CH:4][CH:5]=[CH:6][CH:7]=1. The catalyst class is: 4. (2) Reactant: [Br:1][C:2]1[CH:7]=[C:6]([F:8])[CH:5]=[CH:4][C:3]=1[OH:9].[C:10](Cl)(=[O:12])[CH3:11].[Cl-].[Al+3].[Cl-].[Cl-]. Product: [Br:1][C:2]1[C:3]([OH:9])=[C:4]([C:10](=[O:12])[CH3:11])[CH:5]=[C:6]([F:8])[CH:7]=1. The catalyst class is: 4.